From a dataset of Reaction yield outcomes from USPTO patents with 853,638 reactions. Predict the reaction yield, written as a fraction of the theoretical maximum amount of product (1.0 means a 100% yield; for example, 0.34 means a 34% yield). (1) The reactants are C([O:3][C:4]([C:6]12[CH2:23][CH:22]1[CH:21]=[CH:20][CH2:19][CH2:18][CH2:17][CH2:16][N:15]([CH3:24])[C:14](=[O:25])[CH:13]1[CH:9]([CH2:10][CH:11]([O:26][C:27]3[CH:32]=[C:31]([O:33][CH3:34])[N:30]=[C:29]([O:35][CH3:36])[N:28]=3)[CH2:12]1)[C:8](=[O:37])[NH:7]2)=[O:5])C.[Li+].[OH-]. The catalyst is C1COCC1.CO. The product is [CH3:36][O:35][C:29]1[N:28]=[C:27]([O:26][CH:11]2[CH2:10][CH:9]3[CH:13]([C:14](=[O:25])[N:15]([CH3:24])[CH2:16][CH2:17][CH2:18][CH2:19][CH:20]=[CH:21][CH:22]4[C:6]([C:4]([OH:5])=[O:3])([NH:7][C:8]3=[O:37])[CH2:23]4)[CH2:12]2)[CH:32]=[C:31]([O:33][CH3:34])[N:30]=1. The yield is 0.990. (2) The reactants are C(OC([NH:8][C@@H:9]([CH2:17][CH2:18][NH:19][C:20]1[S:21][C:22]([CH:25]=[O:26])=[CH:23][N:24]=1)[C:10]([O:12]C(C)(C)C)=[O:11])=O)(C)(C)C.FC(F)(F)C(O)=O. The catalyst is C(Cl)Cl. The product is [NH2:8][C@@H:9]([CH2:17][CH2:18][NH:19][C:20]1[S:21][C:22]([CH:25]=[O:26])=[CH:23][N:24]=1)[C:10]([OH:12])=[O:11]. The yield is 1.00. (3) The reactants are [OH:1][CH2:2][C@@H:3]1[O:8][CH2:7][CH2:6][N:5]([C:9]([O:11][C:12]([CH3:15])([CH3:14])[CH3:13])=[O:10])[CH2:4]1.[Br-].[Na+].Cl[O-].[Na+].C(=O)([O-])O.[Na+]. The catalyst is ClCCl.CC1(C)N([O])C(C)(C)CCC1.O. The product is [CH:2]([C@@H:3]1[O:8][CH2:7][CH2:6][N:5]([C:9]([O:11][C:12]([CH3:15])([CH3:14])[CH3:13])=[O:10])[CH2:4]1)=[O:1]. The yield is 0.700. (4) The reactants are [CH2:1]([O:8][C:9]1[CH:14]=[CH:13][C:12]([C:15]2[CH:16]=[C:17]([C:31](O)=[O:32])[C:18]3[C:23]([CH3:24])=[N:22][N:21]([CH:25]4[CH2:30][CH2:29][CH2:28][CH2:27][O:26]4)[C:19]=3[N:20]=2)=[C:11]([F:34])[CH:10]=1)[C:2]1[CH:7]=[CH:6][CH:5]=[CH:4][CH:3]=1.[C:35]([O:39][C:40](=[O:54])[NH:41][C:42]1([C:48]2[CH:53]=[CH:52][CH:51]=[CH:50][CH:49]=2)[CH2:47][CH2:46][NH:45][CH2:44][CH2:43]1)([CH3:38])([CH3:37])[CH3:36].CCN(C(C)C)C(C)C. The catalyst is ClCCl. The product is [C:35]([O:39][C:40](=[O:54])[NH:41][C:42]1([C:48]2[CH:49]=[CH:50][CH:51]=[CH:52][CH:53]=2)[CH2:43][CH2:44][N:45]([C:31]([C:17]2[C:18]3[C:23]([CH3:24])=[N:22][N:21]([CH:25]4[CH2:30][CH2:29][CH2:28][CH2:27][O:26]4)[C:19]=3[N:20]=[C:15]([C:12]3[CH:13]=[CH:14][C:9]([O:8][CH2:1][C:2]4[CH:7]=[CH:6][CH:5]=[CH:4][CH:3]=4)=[CH:10][C:11]=3[F:34])[CH:16]=2)=[O:32])[CH2:46][CH2:47]1)([CH3:38])([CH3:36])[CH3:37]. The yield is 0.160. (5) The reactants are [CH2:1](Br)[C:2]1[CH:7]=[CH:6][CH:5]=[CH:4][CH:3]=1.[OH:9][C:10]1[CH:15]=[CH:14][C:13]([CH2:16][CH2:17][C:18]([OH:20])=[O:19])=[CH:12][CH:11]=1.C(=O)([O-])[O-].[K+].[K+]. The catalyst is CN(C=O)C.O. The product is [OH:9][C:10]1[CH:11]=[CH:12][C:13]([CH2:16][CH2:17][C:18]([O:20][CH2:1][C:2]2[CH:7]=[CH:6][CH:5]=[CH:4][CH:3]=2)=[O:19])=[CH:14][CH:15]=1. The yield is 0.880.